This data is from hERG potassium channel inhibition data for cardiac toxicity prediction from Karim et al.. The task is: Regression/Classification. Given a drug SMILES string, predict its toxicity properties. Task type varies by dataset: regression for continuous values (e.g., LD50, hERG inhibition percentage) or binary classification for toxic/non-toxic outcomes (e.g., AMES mutagenicity, cardiotoxicity, hepatotoxicity). Dataset: herg_karim. (1) The molecule is CC1=C2C3OC(=O)C(C)C3C(O)CC2(C)C=CC1=O. The result is 0 (non-blocker). (2) The compound is Cc1cccc(CCN2CCC(C(=O)c3ccc(NS(C)(=O)=O)cc3)CC2)c1. The result is 1 (blocker).